Dataset: Peptide-MHC class I binding affinity with 185,985 pairs from IEDB/IMGT. Task: Regression. Given a peptide amino acid sequence and an MHC pseudo amino acid sequence, predict their binding affinity value. This is MHC class I binding data. The peptide sequence is GLYLYRFHV. The MHC is HLA-A03:01 with pseudo-sequence HLA-A03:01. The binding affinity (normalized) is 0.0847.